Dataset: Full USPTO retrosynthesis dataset with 1.9M reactions from patents (1976-2016). Task: Predict the reactants needed to synthesize the given product. Given the product [N:15]([C:24]([CH3:30])([CH3:29])[C:25](=[NH:28])[O:26][CH3:27])=[N:16][C:17]([CH3:23])([CH3:22])[C:18]([O:20][CH3:21])=[NH:19], predict the reactants needed to synthesize it. The reactants are: N(C(C)(C)C#N)=NC(C)(C)C#N.Cl.Cl.[N:15]([C:24]([CH3:30])([CH3:29])[C:25](=[NH:28])[O:26][CH3:27])=[N:16][C:17]([CH3:23])([CH3:22])[C:18]([O:20][CH3:21])=[NH:19].N.